This data is from Full USPTO retrosynthesis dataset with 1.9M reactions from patents (1976-2016). The task is: Predict the reactants needed to synthesize the given product. (1) Given the product [C:15]([C:3]1[N:4]=[CH:5][C:6]([NH:8][C@H:9]([CH2:13][CH3:14])[C:10]([NH2:12])=[O:11])=[N:7][C:2]=1[NH:27][C:26]1[CH:25]=[CH:24][C:23]([C:20]2[CH:19]=[CH:18][N:17]=[CH:22][CH:21]=2)=[CH:29][CH:28]=1)#[N:16], predict the reactants needed to synthesize it. The reactants are: Cl[C:2]1[N:7]=[C:6]([NH:8][C@H:9]([CH2:13][CH3:14])[C:10]([NH2:12])=[O:11])[CH:5]=[N:4][C:3]=1[C:15]#[N:16].[N:17]1[CH:22]=[CH:21][C:20]([C:23]2[CH:29]=[CH:28][C:26]([NH2:27])=[CH:25][CH:24]=2)=[CH:19][CH:18]=1.C([O-])([O-])=O.[K+].[K+].C1C=CC(P(C2C(C3C(P(C4C=CC=CC=4)C4C=CC=CC=4)=CC=C4C=3C=CC=C4)=C3C(C=CC=C3)=CC=2)C2C=CC=CC=2)=CC=1. (2) Given the product [N+:15]([CH:7]([CH2:6][CH2:5][CH3:4])[C:8](=[O:25])[CH3:9])([O-:17])=[O:16], predict the reactants needed to synthesize it. The reactants are: C(O[C:4](=O)[CH:5]=[CH:6][C:7]1C=CC(C)=[CH:9][CH:8]=1)C.[N+:15](CCC1NC=CC=1)([O-:17])=[O:16].[O:25]=C(C=C(C)C)C.C1CCN2C(=NCCC2)CC1. (3) Given the product [Cl:1][C:2]1[CH:3]=[C:4]([CH:26]=[CH:27][C:28]=1[O:29][CH3:30])[CH2:5][NH:6][C:7]1[C:12]([C:13]([NH:15][CH2:16][C:17]2[N:22]=[CH:21][CH:20]=[CH:19][N:18]=2)=[O:14])=[CH:11][N:10]=[C:9]([N:36]2[CH2:37][CH2:38][C:33]3([CH2:31][CH2:32]3)[CH2:34][CH2:35]2)[N:8]=1, predict the reactants needed to synthesize it. The reactants are: [Cl:1][C:2]1[CH:3]=[C:4]([CH:26]=[CH:27][C:28]=1[O:29][CH3:30])[CH2:5][NH:6][C:7]1[C:12]([C:13]([NH:15][CH2:16][C:17]2[N:22]=[CH:21][CH:20]=[CH:19][N:18]=2)=[O:14])=[CH:11][N:10]=[C:9](S(C)=O)[N:8]=1.[CH2:31]1[C:33]2([CH2:38][CH2:37][NH:36][CH2:35][CH2:34]2)[CH2:32]1.C(N(CC)CC)C.O. (4) Given the product [CH:8]12[CH2:9][CH:10]3[CH2:11][CH:12]([CH2:13][CH:14]([CH2:15]3)[CH:7]1[O:6][C:4]([C:3]([F:21])([F:2])[S:17]([O-:20])(=[O:18])=[O:19])=[O:5])[CH2:16]2.[SH+:23]1[CH2:27][CH2:26][CH2:25][CH2:24]1, predict the reactants needed to synthesize it. The reactants are: [Na].[F:2][C:3]([F:21])([S:17]([OH:20])(=[O:19])=[O:18])[C:4]([O:6][CH:7]1[CH:14]2[CH2:15][CH:10]3[CH2:11][CH:12]([CH2:16][CH:8]1[CH2:9]3)[CH2:13]2)=[O:5].[Br-].[SH+:23]1[CH2:27][CH2:26][CH2:25][CH2:24]1.O. (5) Given the product [F:17][C:14]1[CH:15]=[CH:16][C:11]([C:8]2[CH:9]=[CH:10][C:5]3[N:6]([C:2]([S:18][C:19]4[CH:20]=[CH:21][C:22]([NH:25][C:26](=[O:28])[CH3:27])=[CH:23][CH:24]=4)=[CH:3][N:4]=3)[CH:7]=2)=[CH:12][CH:13]=1, predict the reactants needed to synthesize it. The reactants are: Br[C:2]1[N:6]2[CH:7]=[C:8]([C:11]3[CH:16]=[CH:15][C:14]([F:17])=[CH:13][CH:12]=3)[CH:9]=[CH:10][C:5]2=[N:4][CH:3]=1.[SH:18][C:19]1[CH:24]=[CH:23][C:22]([NH:25][C:26](=[O:28])[CH3:27])=[CH:21][CH:20]=1.C(=O)([O-])[O-].[K+].[K+].CS(C)=O. (6) Given the product [F:35][C:36]1[CH:41]=[CH:40][C:39]([S:42]([N:20]2[C@H:19]([C:17]([NH:16][CH2:15][C:11]3[CH:10]=[C:9]([C:6]4[CH:7]=[N:8][C:3]([C:2]([F:26])([F:1])[F:27])=[CH:4][CH:5]=4)[N:14]=[CH:13][N:12]=3)=[O:18])[CH2:25][C:22]3([CH2:24][CH2:23]3)[CH2:21]2)(=[O:44])=[O:43])=[CH:38][CH:37]=1, predict the reactants needed to synthesize it. The reactants are: [F:1][C:2]([F:27])([F:26])[C:3]1[N:8]=[CH:7][C:6]([C:9]2[N:14]=[CH:13][N:12]=[C:11]([CH2:15][NH:16][C:17]([C@@H:19]3[CH2:25][C:22]4([CH2:24][CH2:23]4)[CH2:21][NH:20]3)=[O:18])[CH:10]=2)=[CH:5][CH:4]=1.C(N(CC)CC)C.[F:35][C:36]1[CH:41]=[CH:40][C:39]([S:42](Cl)(=[O:44])=[O:43])=[CH:38][CH:37]=1.